This data is from Forward reaction prediction with 1.9M reactions from USPTO patents (1976-2016). The task is: Predict the product of the given reaction. (1) Given the reactants [OH:1][C:2]1[CH:3]=[N:4][CH:5]=[CH:6][CH:7]=1.[H-].[Na+].Cl[C:11]1[C:16]([CH:17]=[CH:18][C:19]([OH:21])=[O:20])=[CH:15][CH:14]=[C:13]([C:22]([F:25])([F:24])[F:23])N=1.[CH2:26]1COCC1, predict the reaction product. The product is: [N:4]1[CH:5]=[CH:6][CH:7]=[C:2]([O:1][C:11]2[CH:26]=[C:13]([C:22]([F:25])([F:24])[F:23])[CH:14]=[CH:15][C:16]=2[CH:17]=[CH:18][C:19]([OH:21])=[O:20])[CH:3]=1. (2) Given the reactants [CH3:1][N:2]1[C:10]2[C:5](=[CH:6][C:7]([N+:11]([O-])=O)=[CH:8][CH:9]=2)[CH:4]=[N:3]1.[OH-].[Na+], predict the reaction product. The product is: [NH2:11][C:7]1[CH:6]=[C:5]2[C:10](=[CH:9][CH:8]=1)[N:2]([CH3:1])[N:3]=[CH:4]2. (3) Given the reactants S(Cl)(Cl)=O.COC1C=CC=CC=1CCC(O)=O.COC1C=CC=CC=1CCC(Cl)=O.[CH3:31][O:32][C:33]1[CH:38]=[CH:37][CH:36]=[CH:35][C:34]=1[CH2:39][CH2:40][C:41]([N:43]=[C:44]=[S:45])=[O:42].[CH3:46][O:47][C:48]1[CH:49]=[C:50]2[C:55](=[CH:56][C:57]=1[O:58][CH3:59])[N:54]=[CH:53][CH:52]=[C:51]2[O:60][C:61]1[CH:67]=[CH:66][C:64]([NH2:65])=[CH:63][CH:62]=1, predict the reaction product. The product is: [CH3:46][O:47][C:48]1[CH:49]=[C:50]2[C:55](=[CH:56][C:57]=1[O:58][CH3:59])[N:54]=[CH:53][CH:52]=[C:51]2[O:60][C:61]1[CH:62]=[CH:63][C:64]([NH:65][C:44]([NH:43][C:41](=[O:42])[CH2:40][CH2:39][C:34]2[CH:35]=[CH:36][CH:37]=[CH:38][C:33]=2[O:32][CH3:31])=[S:45])=[CH:66][CH:67]=1.